From a dataset of Reaction yield outcomes from USPTO patents with 853,638 reactions. Predict the reaction yield, written as a fraction of the theoretical maximum amount of product (1.0 means a 100% yield; for example, 0.34 means a 34% yield). (1) The reactants are Br[C:2]1[CH:6]=[CH:5][S:4][CH:3]=1.[CH2:7]1[CH2:11][O:10][CH2:9][CH2:8]1.CON(C)C(=O)CCC. The catalyst is CC(C)=O.O. The product is [S:4]1[CH:5]=[CH:6][C:2]([C:9](=[O:10])[CH2:8][CH2:7][CH3:11])=[CH:3]1. The yield is 0.640. (2) The reactants are [NH2:1][CH2:2][CH2:3][CH2:4][CH2:5][C:6]1[CH:22]=[CH:21][C:9]([O:10][CH2:11][C:12]([NH:14][C:15]2[CH:20]=[CH:19][CH:18]=[CH:17][CH:16]=2)=[O:13])=[CH:8][CH:7]=1.C(N(CC)CC)C.I.[NH2:31][C:32]1[C:33]([C:40]([NH:42][C:43](=[NH:46])SC)=[O:41])=[N:34][C:35]([Cl:39])=[C:36]([NH2:38])[N:37]=1. The catalyst is C(O)C. The yield is 0.670. The product is [NH2:31][C:32]1[C:33]([C:40]([N:42]=[C:43]([NH2:46])[NH:1][CH2:2][CH2:3][CH2:4][CH2:5][C:6]2[CH:22]=[CH:21][C:9]([O:10][CH2:11][C:12]([NH:14][C:15]3[CH:16]=[CH:17][CH:18]=[CH:19][CH:20]=3)=[O:13])=[CH:8][CH:7]=2)=[O:41])=[N:34][C:35]([Cl:39])=[C:36]([NH2:38])[N:37]=1. (3) The catalyst is CCCC[N+](CCCC)(CCCC)CCCC.[Br-].C(#N)C.C1C=CC(/C=C/C(/C=C/C2C=CC=CC=2)=O)=CC=1.C1C=CC(/C=C/C(/C=C/C2C=CC=CC=2)=O)=CC=1.C1C=CC(/C=C/C(/C=C/C2C=CC=CC=2)=O)=CC=1.[Pd].[Pd].C(Cl)(Cl)Cl. The reactants are [CH2:1]([O:8][NH:9][C:10](=[O:16])[O:11][C:12]([CH3:15])([CH3:14])[CH3:13])[C:2]1[CH:7]=[CH:6][CH:5]=[CH:4][CH:3]=1.N#N.[CH:19]([CH:21]1[CH2:23][O:22]1)=[CH2:20]. The yield is 0.930. The product is [CH2:1]([O:8][N:9]([C@H:21]([CH:19]=[CH2:20])[CH2:23][OH:22])[C:10](=[O:16])[O:11][C:12]([CH3:13])([CH3:15])[CH3:14])[C:2]1[CH:7]=[CH:6][CH:5]=[CH:4][CH:3]=1. (4) The reactants are [OH-].[K+].[C:3]([C:6]1[N:11]=[C:10]([C:12]2[CH:17]=[CH:16][C:15]([C:18]3[CH:23]=[C:22]([Cl:24])[C:21]([CH2:25][C:26]([O:28]C)=[O:27])=[CH:20][C:19]=3[Cl:30])=[CH:14][CH:13]=2)[C:9]([CH3:31])=[N:8][C:7]=1[CH3:32])(=[O:5])[NH2:4].Cl. The product is [C:3]([C:6]1[N:11]=[C:10]([C:12]2[CH:13]=[CH:14][C:15]([C:18]3[CH:23]=[C:22]([Cl:24])[C:21]([CH2:25][C:26]([OH:28])=[O:27])=[CH:20][C:19]=3[Cl:30])=[CH:16][CH:17]=2)[C:9]([CH3:31])=[N:8][C:7]=1[CH3:32])(=[O:5])[NH2:4]. The yield is 0.552. The catalyst is C(O)(C)(C)C. (5) The reactants are [Br:1][C:2]1[C:11]([C:12]([F:15])([F:14])[F:13])=[CH:10][C:9]2[C:4](=[CH:5][CH:6]=[CH:7][CH:8]=2)[C:3]=1[OH:16].[CH3:17][O:18][CH2:19]Cl.C(N(C(C)C)CC)(C)C. The catalyst is C1COCC1. The product is [Br:1][C:2]1[C:11]([C:12]([F:15])([F:14])[F:13])=[CH:10][C:9]2[C:4](=[CH:5][CH:6]=[CH:7][CH:8]=2)[C:3]=1[O:16][CH2:17][O:18][CH3:19]. The yield is 0.910. (6) The reactants are [NH:1]1[C:9]2[C:4](=[CH:5][CH:6]=[CH:7][CH:8]=2)[C:3](/[CH:10]=[CH:11]/[C:12]2[CH:25]=[CH:24][C:15]([C:16]([N:18]3[CH2:23][CH2:22][NH:21][CH2:20][CH2:19]3)=[O:17])=[CH:14][CH:13]=2)=[N:2]1.C(OC([NH:33][CH2:34][CH2:35][C:36](O)=[O:37])=O)(C)(C)C.O.ON1C2C=CC=CC=2N=N1.[ClH:50].C(N=C=NCCCN(C)C)C.CN1CCOCC1.Cl.CO. The catalyst is CO. The product is [ClH:50].[ClH:50].[NH2:33][CH2:34][CH2:35][C:36]([N:21]1[CH2:22][CH2:23][N:18]([C:16](=[O:17])[C:15]2[CH:14]=[CH:13][C:12](/[CH:11]=[CH:10]/[C:3]3[C:4]4[C:9](=[CH:8][CH:7]=[CH:6][CH:5]=4)[NH:1][N:2]=3)=[CH:25][CH:24]=2)[CH2:19][CH2:20]1)=[O:37]. The yield is 0.240. (7) The reactants are N[C:2]1[S:3][C:4]([S:7][CH2:8][CH3:9])=[N:5][N:6]=1.N([O-])=O.[Na+].C(Cl)(Cl)[Cl:15]. The catalyst is Cl.O.[Cu]. The product is [Cl:15][C:2]1[S:3][C:4]([S:7][CH2:8][CH3:9])=[N:5][N:6]=1. The yield is 0.670.